The task is: Predict which catalyst facilitates the given reaction.. This data is from Catalyst prediction with 721,799 reactions and 888 catalyst types from USPTO. (1) Reactant: Cl.[Br:2][C:3]1[CH:4]=[CH:5][C:6]2[C:7]3[N:15]([CH2:16][CH2:17][CH2:18][CH2:19][NH:20]C(=O)OC(C)(C)C)[C:14]([CH2:28][O:29][CH2:30][CH3:31])=[N:13][C:8]=3[CH:9]=[N:10][C:11]=2[CH:12]=1. Product: [Br:2][C:3]1[CH:4]=[CH:5][C:6]2[C:7]3[N:15]([CH2:16][CH2:17][CH2:18][CH2:19][NH2:20])[C:14]([CH2:28][O:29][CH2:30][CH3:31])=[N:13][C:8]=3[CH:9]=[N:10][C:11]=2[CH:12]=1. The catalyst class is: 8. (2) Reactant: [CH:1]1([CH2:4][N:5]2[C:9]3[CH:10]=[CH:11][C:12]([S:14]([C:17]([CH3:21])([CH3:20])[CH2:18][OH:19])(=[O:16])=[O:15])=[CH:13][C:8]=3[N:7]=[C:6]2[CH2:22][C:23]([CH3:26])([CH3:25])[CH3:24])[CH2:3][CH2:2]1.C(N(CC)CC)C.[CH3:34][S:35](Cl)(=[O:37])=[O:36]. Product: [CH3:34][S:35]([O:19][CH2:18][C:17]([S:14]([C:12]1[CH:11]=[CH:10][C:9]2[N:5]([CH2:4][CH:1]3[CH2:2][CH2:3]3)[C:6]([CH2:22][C:23]([CH3:26])([CH3:25])[CH3:24])=[N:7][C:8]=2[CH:13]=1)(=[O:16])=[O:15])([CH3:20])[CH3:21])(=[O:37])=[O:36]. The catalyst class is: 4. (3) Reactant: I[CH2:2][C:3]1([CH3:32])[CH2:7][C:6]2[C:8]([CH3:31])=[C:9]([NH:23][C:24](=[O:30])[CH2:25][C:26]([CH3:29])([CH3:28])[CH3:27])[C:10]([CH3:22])=[C:11]([CH2:12][C:13]3[CH:18]=[CH:17][C:16]([CH:19]([CH3:21])[CH3:20])=[CH:15][CH:14]=3)[C:5]=2[O:4]1.[NH:33]1[CH2:37][CH2:36][CH2:35][CH2:34]1. Product: [CH:19]([C:16]1[CH:15]=[CH:14][C:13]([CH2:12][C:11]2[C:5]3[O:4][C:3]([CH3:32])([CH2:2][N:33]4[CH2:37][CH2:36][CH2:35][CH2:34]4)[CH2:7][C:6]=3[C:8]([CH3:31])=[C:9]([NH:23][C:24](=[O:30])[CH2:25][C:26]([CH3:28])([CH3:27])[CH3:29])[C:10]=2[CH3:22])=[CH:18][CH:17]=1)([CH3:20])[CH3:21]. The catalyst class is: 6. (4) Reactant: CC([O-])=O.[Na+].Cl.[CH2:7]([O:9][NH2:10])[CH3:8].[Si:11]([O:28][CH2:29][C@@H:30]1[C:35](=O)[CH2:34][CH2:33][CH2:32][O:31]1)([C:24]([CH3:27])([CH3:26])[CH3:25])([C:18]1[CH:23]=[CH:22][CH:21]=[CH:20][CH:19]=1)[C:12]1[CH:17]=[CH:16][CH:15]=[CH:14][CH:13]=1. Product: [Si:11]([O:28][CH2:29][C@@H:30]1[C:35](=[N:10][O:9][CH2:7][CH3:8])[CH2:34][CH2:33][CH2:32][O:31]1)([C:24]([CH3:27])([CH3:25])[CH3:26])([C:12]1[CH:17]=[CH:16][CH:15]=[CH:14][CH:13]=1)[C:18]1[CH:19]=[CH:20][CH:21]=[CH:22][CH:23]=1. The catalyst class is: 8. (5) The catalyst class is: 18. Reactant: [NH2:1][C:2]1[CH:7]=[CH:6][C:5]([CH2:8][CH2:9][OH:10])=[CH:4][CH:3]=1.C1C(=O)N([Br:18])C(=O)C1. Product: [NH2:1][C:2]1[CH:7]=[CH:6][C:5]([CH2:8][CH2:9][OH:10])=[CH:4][C:3]=1[Br:18]. (6) Reactant: [CH3:1][S:2][C:3]1[CH:4]=[CH:5][CH:6]=[C:7]2[C:15]=1[NH:14][C:13]1[CH:12]([CH2:16][C:17]([OH:19])=[O:18])[CH2:11][CH2:10][CH2:9][C:8]2=1.[H-].[Na+].[Cl:22][C:23]1[CH:30]=[CH:29][C:26]([CH2:27]Cl)=[CH:25][CH:24]=1.Cl.C(OC(C)C)(=O)C. Product: [Cl:22][C:23]1[CH:30]=[CH:29][C:26]([CH2:27][N:14]2[C:13]3[CH:12]([CH2:16][C:17]([OH:19])=[O:18])[CH2:11][CH2:10][CH2:9][C:8]=3[C:7]3[C:15]2=[C:3]([S:2][CH3:1])[CH:4]=[CH:5][CH:6]=3)=[CH:25][CH:24]=1. The catalyst class is: 9. (7) Reactant: [O:1]1[CH:5]=[CH:4][CH:3]=[C:2]1[C:6]1[C:7]2[N:15]=[N:14][N:13]([CH2:16][C:17]3[CH:22]=[CH:21][CH:20]=[C:19]([O:23]C)[CH:18]=3)[C:8]=2[N:9]=[C:10]([NH2:12])[N:11]=1.B(Br)(Br)Br. Product: [O:1]1[CH:5]=[CH:4][CH:3]=[C:2]1[C:6]1[C:7]2[N:15]=[N:14][N:13]([CH2:16][C:17]3[CH:22]=[CH:21][CH:20]=[C:19]([OH:23])[CH:18]=3)[C:8]=2[N:9]=[C:10]([NH2:12])[N:11]=1. The catalyst class is: 4. (8) Reactant: [Br:1][C:2]1[CH:7]=[CH:6][C:5]([C@@H:8]([NH:10][CH2:11][CH2:12][C:13](=[O:17])[CH:14]([CH3:16])[CH3:15])[CH3:9])=[CH:4][CH:3]=1.[CH2:18]([Mg]Br)[CH:19]=[CH2:20]. Product: [Br:1][C:2]1[CH:3]=[CH:4][C:5]([C@@H:8]([NH:10][CH2:11][CH2:12][C:13]([CH:14]([CH3:16])[CH3:15])([OH:17])[CH2:20][CH:19]=[CH2:18])[CH3:9])=[CH:6][CH:7]=1. The catalyst class is: 1. (9) Reactant: C([C@H:4]1[C@@H:21]([OH:22])[CH2:20][CH2:19][C@@:18]2([CH3:23])[C:5]1=[CH:6][CH2:7][C@@H:8]1[C@@H:17]2[CH2:16][CH2:15][C@@:13]2([CH3:14])[C@H:9]1[CH2:10][C@@H:11]([OH:25])[C@@H:12]2[OH:24])(=O)C.C[OH:27]. Product: [CH3:14][C@:13]12[CH2:15][CH2:16][C@H:17]3[C@@H:8]([CH2:7][CH:6]=[C:5]4[C@:18]3([CH3:23])[CH2:19][CH2:20][C@H:21]([OH:22])[C@@H:4]4[OH:27])[C@@H:9]1[CH2:10][C@@H:11]([OH:25])[C@@H:12]2[OH:24]. The catalyst class is: 74.